This data is from Full USPTO retrosynthesis dataset with 1.9M reactions from patents (1976-2016). The task is: Predict the reactants needed to synthesize the given product. (1) Given the product [F:1][C:2]([F:12])([F:13])[C@H:3]1[CH2:4][CH2:5][C@H:6]([C:9]([OH:11])=[O:10])[CH2:7][CH2:8]1, predict the reactants needed to synthesize it. The reactants are: [F:1][C:2]([F:13])([F:12])[CH:3]1[CH2:8][CH2:7][CH:6]([C:9]([OH:11])=[O:10])[CH2:5][CH2:4]1.[OH-].[K+]. (2) Given the product [F:1][C:2]1[CH:7]=[C:6]([F:8])[CH:5]=[CH:4][C:3]=1[C:9]1[C:17]2[C:12](=[CH:13][C:14]([O:18][CH2:19][CH2:20][N:21]3[CH2:26][CH2:25][S:24](=[O:28])(=[O:27])[CH2:23][CH2:22]3)=[CH:15][CH:16]=2)[C:11](=[O:29])[C:10]=1[C:68]1[CH:69]=[N:70][C:65]([O:64][CH3:63])=[CH:66][CH:67]=1, predict the reactants needed to synthesize it. The reactants are: [F:1][C:2]1[CH:7]=[C:6]([F:8])[CH:5]=[CH:4][C:3]=1[C:9]1[C:17]2[C:12](=[CH:13][C:14]([O:18][CH2:19][CH2:20][N:21]3[CH2:26][CH2:25][S:24](=[O:28])(=[O:27])[CH2:23][CH2:22]3)=[CH:15][CH:16]=2)[C:11](=[O:29])[C:10]=1C1C=CC(C)=CC=1.O1CCN(CCOC2C=C3C(C(C4C=CC=CC=4)=C(Br)C3=O)=CC=2)CC1.[CH3:63][O:64][C:65]1[N:70]=[CH:69][C:68](B(O)O)=[CH:67][CH:66]=1. (3) Given the product [Cl:1][C:2]1[N:7]=[C:6]([C:17]#[C:16][C:18]2[CH:19]=[CH:20][C:21]([O:31][CH3:32])=[C:22]([NH:24][C:25](=[O:30])[C:26]([F:27])([F:28])[F:29])[CH:23]=2)[CH:5]=[CH:4][N:3]=1, predict the reactants needed to synthesize it. The reactants are: [Cl:1][C:2]1[N:7]=[C:6](Cl)[CH:5]=[CH:4][N:3]=1.C(N(CC)CC)C.[C:16]([C:18]1[CH:19]=[CH:20][C:21]([O:31][CH3:32])=[C:22]([NH:24][C:25](=[O:30])[C:26]([F:29])([F:28])[F:27])[CH:23]=1)#[CH:17]. (4) Given the product [CH3:8][C:6]1[C:5]([N+:9]([O-:11])=[O:10])=[CH:4][N:3]=[C:2]([N:13]2[CH2:17][CH2:16][CH2:15][CH2:14]2)[CH:7]=1, predict the reactants needed to synthesize it. The reactants are: Cl[C:2]1[CH:7]=[C:6]([CH3:8])[C:5]([N+:9]([O-:11])=[O:10])=[CH:4][N:3]=1.O.[NH:13]1[CH2:17][CH2:16][CH2:15][CH2:14]1. (5) Given the product [CH:1]1([CH2:7][CH2:8][CH2:9][C@@H:10]([C:19]2[O:23][N:22]=[C:21]([C:24]([N:26]([CH2:28][C:29]([O:31][CH3:32])=[O:30])[CH3:27])=[O:25])[N:20]=2)[CH2:11][C:12]([OH:14])=[O:13])[CH2:6][CH2:5][CH2:4][CH2:3][CH2:2]1, predict the reactants needed to synthesize it. The reactants are: [CH:1]1([CH2:7][CH2:8][CH2:9][C@@H:10]([C:19]2[O:23][N:22]=[C:21]([C:24]([N:26]([CH2:28][C:29]([O:31][CH3:32])=[O:30])[CH3:27])=[O:25])[N:20]=2)[CH2:11][C:12]([O:14]C(C)(C)C)=[O:13])[CH2:6][CH2:5][CH2:4][CH2:3][CH2:2]1.FC(F)(F)C(O)=O. (6) Given the product [NH2:15][C:13]([C:11]1[C:10]([NH:16][CH2:17][CH:18]([CH3:19])[CH3:20])=[CH:9][C:3]([C:4]([OH:6])=[O:5])=[C:2]([Br:1])[CH:12]=1)=[O:14], predict the reactants needed to synthesize it. The reactants are: [Br:1][C:2]1[CH:12]=[C:11]([C:13]([NH2:15])=[O:14])[C:10]([NH:16][CH2:17][CH:18]([CH3:20])[CH3:19])=[CH:9][C:3]=1[C:4]([O:6]CC)=[O:5].[OH-].[Na+].